This data is from Full USPTO retrosynthesis dataset with 1.9M reactions from patents (1976-2016). The task is: Predict the reactants needed to synthesize the given product. Given the product [CH3:51][O:50][C:49]([NH:48][C@@H:44]([CH:45]([CH3:47])[CH3:46])[C:43]([N:38]1[C@H:37]([C:35]2[NH:34][CH:33]=[C:32]([C:27]3[CH:28]=[C:29]4[C:24](=[CH:25][CH:26]=3)[CH:23]=[C:22]([C:2]#[C:1][C:3]3[N:7]=[C:6]([C@@H:8]5[CH2:13][C@@H:12]6[C@@H:10]([CH2:11]6)[N:9]5[C:14]([O:16][C:17]([CH3:20])([CH3:19])[CH3:18])=[O:15])[NH:5][CH:4]=3)[CH:31]=[CH:30]4)[N:36]=2)[CH2:42][C@@H:41]2[C@H:39]1[CH2:40]2)=[O:53])=[O:52], predict the reactants needed to synthesize it. The reactants are: [C:1]([C:3]1[NH:7][C:6]([C@@H:8]2[CH2:13][C@@H:12]3[C@@H:10]([CH2:11]3)[N:9]2[C:14]([O:16][C:17]([CH3:20])([CH3:19])[CH3:18])=[O:15])=[N:5][CH:4]=1)#[CH:2].Br[C:22]1[CH:23]=[C:24]2[C:29](=[CH:30][CH:31]=1)[CH:28]=[C:27]([C:32]1[NH:36][C:35]([C@@H:37]3[CH2:42][C@@H:41]4[C@@H:39]([CH2:40]4)[N:38]3[C:43](=[O:53])[C@@H:44]([NH:48][C:49](=[O:52])[O:50][CH3:51])[CH:45]([CH3:47])[CH3:46])=[N:34][CH:33]=1)[CH:26]=[CH:25]2.